Dataset: Forward reaction prediction with 1.9M reactions from USPTO patents (1976-2016). Task: Predict the product of the given reaction. (1) Given the reactants [N:1]1[CH:6]=[CH:5][CH:4]=[C:3]([CH2:7][NH2:8])[CH:2]=1.[CH:9]1([CH2:12][CH2:13][O:14][C:15]2[CH:20]=[CH:19][N:18]([C:21]3[S:22][C:23]([C:27](O)=[O:28])=[C:24]([CH3:26])[N:25]=3)[C:17](=[O:30])[CH:16]=2)[CH2:11][CH2:10]1, predict the reaction product. The product is: [CH:9]1([CH2:12][CH2:13][O:14][C:15]2[CH:20]=[CH:19][N:18]([C:21]3[S:22][C:23]([C:27]([NH:8][CH2:7][C:3]4[CH:2]=[N:1][CH:6]=[CH:5][CH:4]=4)=[O:28])=[C:24]([CH3:26])[N:25]=3)[C:17](=[O:30])[CH:16]=2)[CH2:11][CH2:10]1. (2) Given the reactants [CH3:1][C:2]([CH3:33])([CH3:32])[CH2:3][N:4]1[C:12]2[C:7](=[N:8][C:9]([C:13]3[CH:14]4[CH2:21][CH2:20][CH:17]([C:18]=3[CH3:19])[N:16](C3C=CC(OC)=CC=3)[CH2:15]4)=[CH:10][CH:11]=2)[N:6]([CH3:30])[C:5]1=[O:31].CC#N.OS(O)(=O)=O.I(O)(=O)(=O)=O, predict the reaction product. The product is: [CH3:1][C:2]([CH3:33])([CH3:32])[CH2:3][N:4]1[C:12]2[C:7](=[N:8][C:9]([C:13]3[CH:14]4[CH2:21][CH2:20][CH:17]([C:18]=3[CH3:19])[NH:16][CH2:15]4)=[CH:10][CH:11]=2)[N:6]([CH3:30])[C:5]1=[O:31]. (3) Given the reactants [N+:1]([C:4]1[CH:9]=[CH:8][C:7]([OH:10])=[CH:6][CH:5]=1)([O-:3])=[O:2].[C:11]([NH:18][CH2:19][C:20](O)=[O:21])([O:13][C:14]([CH3:17])([CH3:16])[CH3:15])=[O:12].CCN=C=NCCCN(C)C.Cl, predict the reaction product. The product is: [C:14]([O:13][C:11]([NH:18][CH2:19][C:20]([O:10][C:7]1[CH:8]=[CH:9][C:4]([N+:1]([O-:3])=[O:2])=[CH:5][CH:6]=1)=[O:21])=[O:12])([CH3:17])([CH3:16])[CH3:15]. (4) The product is: [F:12][C:13]1[CH:18]=[CH:17][C:16]([C:2]2[C:10]3[C:5](=[N:6][CH:7]=[N:8][C:9]=3[NH2:11])[NH:4][N:3]=2)=[C:15]([O:22][CH3:23])[CH:14]=1. Given the reactants I[C:2]1[C:10]2[C:5](=[N:6][CH:7]=[N:8][C:9]=2[NH2:11])[NH:4][N:3]=1.[F:12][C:13]1[CH:18]=[CH:17][C:16](B(O)O)=[C:15]([O:22][CH3:23])[CH:14]=1.C(=O)([O-])[O-].[Na+].[Na+].ClCCl, predict the reaction product. (5) Given the reactants C(=O)([O-])[O-].[K+].[K+].C[C:8]1(C)[O:13][C:12](=[O:14])[C:11]2[C:15]([O:19][C@@H:20]3[CH2:24][CH2:23][O:22][CH2:21]3)=[CH:16][CH:17]=[CH:18][C:10]=2[O:9]1, predict the reaction product. The product is: [CH3:8][O:13][C:12](=[O:14])[C:11]1[C:15]([O:19][C@@H:20]2[CH2:24][CH2:23][O:22][CH2:21]2)=[CH:16][CH:17]=[CH:18][C:10]=1[OH:9]. (6) The product is: [CH2:20]([O:24][C:25]1[CH:32]=[CH:31][CH:30]=[CH:29][C:26]=1[CH2:27][N:17]1[CH2:18][CH2:19][C:12]2([CH2:11][N:10]([C:8](=[O:9])[CH2:7][C:2]3[CH:3]=[CH:4][CH:5]=[CH:6][N:1]=3)[CH2:14][CH2:13]2)[CH2:15][CH2:16]1)[CH:21]([CH3:23])[CH3:22]. Given the reactants [N:1]1[CH:6]=[CH:5][CH:4]=[CH:3][C:2]=1[CH2:7][C:8]([N:10]1[CH2:14][CH2:13][C:12]2([CH2:19][CH2:18][NH:17][CH2:16][CH2:15]2)[CH2:11]1)=[O:9].[CH2:20]([O:24][C:25]1[CH:32]=[CH:31][CH:30]=[CH:29][C:26]=1[CH:27]=O)[CH:21]([CH3:23])[CH3:22].C(O[BH-](OC(=O)C)OC(=O)C)(=O)C.[Na+].CO, predict the reaction product. (7) Given the reactants [Cl:1][C:2]1[CH:7]=[CH:6][CH:5]=[CH:4][C:3]=1[C:8]1[C:16]2[C:11](=[CH:12][CH:13]=[CH:14][CH:15]=2)[NH:10][C:9]=1[C:17]([NH:19][NH2:20])=[O:18].[Br:21][C:22]1[CH:29]=[CH:28][C:25]([CH:26]=O)=[CH:24][CH:23]=1, predict the reaction product. The product is: [Br:21][C:22]1[CH:29]=[CH:28][C:25]([CH:26]=[N:20][NH:19][C:17]([C:9]2[NH:10][C:11]3[C:16]([C:8]=2[C:3]2[CH:4]=[CH:5][CH:6]=[CH:7][C:2]=2[Cl:1])=[CH:15][CH:14]=[CH:13][CH:12]=3)=[O:18])=[CH:24][CH:23]=1.